Dataset: Retrosynthesis with 50K atom-mapped reactions and 10 reaction types from USPTO. Task: Predict the reactants needed to synthesize the given product. (1) Given the product O=C1CCCCN1c1cnn(-c2cccnc2)c1, predict the reactants needed to synthesize it. The reactants are: O=C1C=CCCN1c1cnn(-c2cccnc2)c1. (2) Given the product COc1cccc(OC)c1C1CCCC(=O)N1Cc1ccc(OCC2CC2)cc1, predict the reactants needed to synthesize it. The reactants are: BrCC1CC1.COc1cccc(OC)c1C1CCCC(=O)N1Cc1ccc(O)cc1. (3) Given the product CCOC(=O)c1cc(C)n(Cc2cc(Cl)cc3cc(-c4ccccc4)oc23)n1, predict the reactants needed to synthesize it. The reactants are: CCOC(=O)c1cc(C)[nH]n1.CS(=O)(=O)OCc1cc(Cl)cc2cc(-c3ccccc3)oc12. (4) The reactants are: CN(C(=O)OC(C)(C)C)[C@H](Cc1ccccc1)C(=O)O.CNCCc1ccccn1. Given the product CN(CCc1ccccn1)C(=O)[C@@H](Cc1ccccc1)N(C)C(=O)OC(C)(C)C, predict the reactants needed to synthesize it. (5) Given the product Cc1c(CN2CCC[C@@H]2[C@@H](O)c2ccccc2)sc2c1c(=O)c(C(=O)NCc1ccc(Cl)cc1)cn2C, predict the reactants needed to synthesize it. The reactants are: Cc1c(CCl)sc2c1c(=O)c(C(=O)NCc1ccc(Cl)cc1)cn2C.OC(c1ccccc1)C1CCCN1. (6) Given the product Cc1cc(C[C@@H](OC(=O)N2CCC(c3cc4ccccc4[nH]c3=O)CC2)C(=O)N2CCCCC2)cc2cn[nH]c12, predict the reactants needed to synthesize it. The reactants are: C1CCNCC1.Cc1cc(C[C@@H](OC(=O)N2CCC(c3cc4ccccc4[nH]c3=O)CC2)C(=O)O)cc2cn[nH]c12. (7) Given the product O=C(NCC(=O)N1CCCC(O)C1)c1cc([N+](=O)[O-])c(Sc2c(Cl)cncc2Cl)s1, predict the reactants needed to synthesize it. The reactants are: O=C(O)CNC(=O)c1cc([N+](=O)[O-])c(Sc2c(Cl)cncc2Cl)s1.OC1CCCNC1.